Dataset: Full USPTO retrosynthesis dataset with 1.9M reactions from patents (1976-2016). Task: Predict the reactants needed to synthesize the given product. (1) Given the product [CH2:1]([O:3][C:4]([C:6]1[C:7]([N:26]2[CH2:27][CH2:28][O:29][CH2:30][CH2:31]2)=[C:8]2[CH:22]=[N:21][N:20]([CH:23]([CH3:24])[CH3:25])[C:9]2=[N:10][C:11]=1[C:42]1[CH:41]=[CH:40][CH:39]=[C:38]([OH:37])[CH:43]=1)=[O:5])[CH3:2], predict the reactants needed to synthesize it. The reactants are: [CH2:1]([O:3][C:4]([C:6]1[C:7]([N:26]2[CH2:31][CH2:30][O:29][CH2:28][CH2:27]2)=[C:8]2[CH:22]=[N:21][N:20]([CH:23]([CH3:25])[CH3:24])[C:9]2=[N:10][C:11]=1OS(C(F)(F)F)(=O)=O)=[O:5])[CH3:2].C([O-])(O)=O.[Na+].[OH:37][C:38]1[CH:39]=[C:40](B(O)O)[CH:41]=[CH:42][CH:43]=1. (2) Given the product [CH2:1]([O:5][P:15]([CH3:14])(=[O:16])[OH:36])[CH2:2][CH2:3][CH3:4], predict the reactants needed to synthesize it. The reactants are: [CH2:1]([OH:5])[CH2:2][CH2:3][CH3:4].N1C=C(C)C=C(C)C=1.[CH3:14][P:15](Cl)(Cl)=[O:16].C[C@H]1[C@@]2(O)O[C@H](C[C@H](OC)C(C)=CC=CC=C[C@@H](C)C[C@@H](C)C([C@H](OC)[C@H](O)C(C)=C[C@@H](C)C(C[C@@H]([C@@H](C[C@H]3C[C@@H](OC)[C@H](O)CC3)C)OC([C@H]3N(C(C2=O)=O)CCCC3)=O)=O)=[O:36])CC1.C([O-])(O)=O.[Na+]. (3) Given the product [NH2:19][C:27]1[N:6]=[C:7]2[N:8]=[C:9]([O:15][CH3:16])[CH:10]=[C:11]([O:13][CH3:14])[N:12]2[N:24]=1, predict the reactants needed to synthesize it. The reactants are: C(=NC(=O)O[NH:6][C:7]1[N:12]=[C:11]([O:13][CH3:14])[CH:10]=[C:9]([O:15][CH3:16])[N:8]=1)=S.Cl.[NH2:19]O.C([N:24]([CH:27](C)C)CC)(C)C. (4) Given the product [CH:1]1([N:7]2[C:8]([OH:28])=[C:9]([C:24]([NH:33][CH2:32][CH:29]3[CH2:31][CH2:30]3)=[O:26])[C:10]([OH:23])=[C:11]([C:14]([NH:16][CH2:17][C:18]([OH:20])=[O:19])=[O:15])[C:12]2=[O:13])[CH2:6][CH2:5][CH2:4][CH2:3][CH2:2]1, predict the reactants needed to synthesize it. The reactants are: [CH:1]1([N:7]2[C:12](=[O:13])[C:11]([C:14]([NH:16][CH2:17][C:18]([O:20]CC)=[O:19])=[O:15])=[C:10]([OH:23])[C:9]([C:24]([O:26]C)=O)=[C:8]2[OH:28])[CH2:6][CH2:5][CH2:4][CH2:3][CH2:2]1.[CH:29]1([CH2:32][NH2:33])[CH2:31][CH2:30]1.